From a dataset of Catalyst prediction with 721,799 reactions and 888 catalyst types from USPTO. Predict which catalyst facilitates the given reaction. (1) Reactant: Cl[C:2](=[O:7])[C:3]([O:5][CH3:6])=[O:4].[NH2:8][C:9]1[CH:26]=[CH:25][C:12]([O:13][C@@H:14]2[CH2:19][CH2:18][C@H:17]([C:20]([O:22][CH2:23][CH3:24])=[O:21])[CH2:16][CH2:15]2)=[CH:11][CH:10]=1.C(N(C(C)C)CC)(C)C.O. Product: [CH3:6][O:5][C:3](=[O:4])[C:2]([NH:8][C:9]1[CH:10]=[CH:11][C:12]([O:13][C@@H:14]2[CH2:19][CH2:18][C@H:17]([C:20]([O:22][CH2:23][CH3:24])=[O:21])[CH2:16][CH2:15]2)=[CH:25][CH:26]=1)=[O:7]. The catalyst class is: 2. (2) Reactant: [F:1][C:2]([F:15])([F:14])[S:3]([O:6]S(C(F)(F)F)(=O)=O)(=[O:5])=[O:4].N1C=CC=CC=1.[CH2:22](O)[CH2:23][CH2:24][CH2:25][CH:26]=[CH2:27]. Product: [O:6]([CH2:27][CH2:26][CH2:25][CH2:24][CH:23]=[CH2:22])[S:3]([C:2]([F:15])([F:14])[F:1])(=[O:4])=[O:5]. The catalyst class is: 4.